The task is: Predict the reaction yield, written as a fraction of the theoretical maximum amount of product (1.0 means a 100% yield; for example, 0.34 means a 34% yield).. This data is from Reaction yield outcomes from USPTO patents with 853,638 reactions. (1) The reactants are [NH2:1][C:2]1[NH:7][C:6](=[O:8])[CH:5]=[C:4]([CH2:9][CH2:10][C:11]2[CH:19]=[C:18]3[C:14]([CH:15]=[CH:16][NH:17]3)=[CH:13][CH:12]=2)[N:3]=1.C(=O)([O-])[O-].[K+].[K+].Br[CH2:27][CH:28]1[O:32][CH2:31][CH2:30][O:29]1.[I-].[Na+]. No catalyst specified. The product is [NH2:1][C:2]1[N:7]([CH2:27][CH:28]2[O:32][CH2:31][CH2:30][O:29]2)[C:6](=[O:8])[CH:5]=[C:4]([CH2:9][CH2:10][C:11]2[CH:19]=[C:18]3[C:14]([CH:15]=[CH:16][NH:17]3)=[CH:13][CH:12]=2)[N:3]=1. The yield is 0.280. (2) The product is [CH3:21][O:20][C:16]1[CH:15]=[C:14]([C:7]2[CH:8]=[C:9]3[C:4](=[CH:5][CH:6]=2)[N:3]=[C:2]([C:26]2[CH:27]=[N:22][CH:23]=[N:24][CH:25]=2)[N:11]=[C:10]3[NH:12][CH3:13])[CH:19]=[CH:18][CH:17]=1. The yield is 0.380. The catalyst is COCCOC.CCO.Cl[Pd](Cl)([P](C1C=CC=CC=1)(C1C=CC=CC=1)C1C=CC=CC=1)[P](C1C=CC=CC=1)(C1C=CC=CC=1)C1C=CC=CC=1. The reactants are Cl[C:2]1[N:11]=[C:10]([NH:12][CH3:13])[C:9]2[C:4](=[CH:5][CH:6]=[C:7]([C:14]3[CH:19]=[CH:18][CH:17]=[C:16]([O:20][CH3:21])[CH:15]=3)[CH:8]=2)[N:3]=1.[N:22]1[CH:27]=[C:26](B(O)O)[CH:25]=[N:24][CH:23]=1.C(=O)([O-])[O-].[K+].[K+].O. (3) The reactants are CC1N=C(N2CCN(C3C=CC=CC=3)C2=O)SC=1C(OCC)=O.[CH3:24][C:25]1[N:26]=[C:27]([N:35]2[CH2:39][CH2:38][N:37]([CH2:40][CH2:41][CH2:42][C:43]3[CH:48]=[CH:47][CH:46]=[CH:45][CH:44]=3)[C:36]2=[O:49])[S:28][C:29]=1[C:30]([O:32]CC)=[O:31]. No catalyst specified. The product is [CH3:24][C:25]1[N:26]=[C:27]([N:35]2[CH2:39][CH2:38][N:37]([CH2:40][CH2:41][CH2:42][C:43]3[CH:48]=[CH:47][CH:46]=[CH:45][CH:44]=3)[C:36]2=[O:49])[S:28][C:29]=1[C:30]([OH:32])=[O:31]. The yield is 0.990. (4) The reactants are [NH2:1][CH:2]([C:6]1[CH:16]=[CH:15][C:9]([C:10]([O:12][CH2:13][CH3:14])=[O:11])=[CH:8][CH:7]=1)[CH2:3][CH2:4][CH3:5].Br[C:18]1[CH:19]=[N:20][C:21]2[C:26]([CH:27]=1)=[CH:25][CH:24]=[C:23]([CH3:28])[CH:22]=2.[CH3:29]S(C)=O. No catalyst specified. The product is [CH2:13]([O:12][C:10](=[O:11])[C:9]1[CH:15]=[CH:16][C:6]([CH:2]([NH:1][C:18]2[CH:19]=[N:20][C:21]3[C:26]([CH:27]=2)=[CH:25][CH:24]=[C:23]([CH3:28])[CH:22]=3)[CH2:3][CH:4]([CH3:29])[CH3:5])=[CH:7][CH:8]=1)[CH3:14]. The yield is 0.150. (5) The reactants are Cl[CH2:2][C:3]1[CH:8]=[CH:7][CH:6]=[CH:5][C:4]=1[CH2:9][C:10]([OH:12])=[O:11].[NH:13]1[CH2:18][CH2:17][O:16][CH2:15][CH2:14]1. The catalyst is C1COCC1.C(OCC)(=O)C. The product is [O:16]1[CH2:17][CH2:18][N:13]([CH2:2][C:3]2[CH:8]=[CH:7][CH:6]=[CH:5][C:4]=2[CH2:9][C:10]([OH:12])=[O:11])[CH2:14][CH2:15]1. The yield is 0.870. (6) The reactants are Br[C:2]1[CH:3]=[CH:4][C:5]2[NH:6][C:7]3[C:12]([C:13]=2[CH:14]=1)=[CH:11][CH:10]=[CH:9][CH:8]=3.[C:15]1([N:21]2[C:33]3[CH:32]=[CH:31][C:30](B([O-])[O-])=[CH:29][C:28]=3[C:27]3[C:22]2=[CH:23][CH:24]=[CH:25][CH:26]=3)[CH:20]=[CH:19][CH:18]=[CH:17][CH:16]=1.C1(C)C=CC=CC=1P(C1C=CC=CC=1C)C1C=CC=CC=1C.COC(OC)(O)C.C(=O)([O-])[O-].[K+].[K+]. The catalyst is C1(C)C=CC=CC=1.C([O-])(=O)C.[Pd+2].C([O-])(=O)C. The product is [C:15]1([N:21]2[C:33]3[CH:32]=[CH:31][C:30]([C:2]4[CH:3]=[CH:4][C:5]5[NH:6][C:7]6[C:12]([C:13]=5[CH:14]=4)=[CH:11][CH:10]=[CH:9][CH:8]=6)=[CH:29][C:28]=3[C:27]3[C:22]2=[CH:23][CH:24]=[CH:25][CH:26]=3)[CH:20]=[CH:19][CH:18]=[CH:17][CH:16]=1. The yield is 0.800. (7) The reactants are [CH3:1][O:2][C:3]1[CH:20]=[CH:19][C:6]([CH2:7][N:8]2[C:12]3[N:13]=[CH:14][CH:15]=[C:16]([OH:17])[C:11]=3[C:10]([CH3:18])=[N:9]2)=[CH:5][CH:4]=1.F[C:22]1[CH:27]=[CH:26][C:25]([N+:28]([O-:30])=[O:29])=[CH:24][C:23]=1[CH3:31]. No catalyst specified. The product is [CH3:1][O:2][C:3]1[CH:4]=[CH:5][C:6]([CH2:7][N:8]2[C:12]3=[N:13][CH:14]=[CH:15][C:16]([O:17][C:22]4[CH:27]=[CH:26][C:25]([N+:28]([O-:30])=[O:29])=[CH:24][C:23]=4[CH3:31])=[C:11]3[C:10]([CH3:18])=[N:9]2)=[CH:19][CH:20]=1. The yield is 0.480. (8) The reactants are C([NH:8][C:9]1[CH:10]=[CH:11][C:12]2[O:16][C:15]([CH3:18])([CH3:17])[CH:14]([C:19]3[CH:24]=[CH:23][C:22]([CH:25]([CH3:27])[CH3:26])=[CH:21][CH:20]=3)[C:13]=2[CH:28]=1)C1C=CC=CC=1. The catalyst is CCCCCC. The product is [CH:25]([C:22]1[CH:21]=[CH:20][C:19]([CH:14]2[C:13]3[CH:28]=[C:9]([NH2:8])[CH:10]=[CH:11][C:12]=3[O:16][C:15]2([CH3:18])[CH3:17])=[CH:24][CH:23]=1)([CH3:27])[CH3:26]. The yield is 0.980.